This data is from Reaction yield outcomes from USPTO patents with 853,638 reactions. The task is: Predict the reaction yield, written as a fraction of the theoretical maximum amount of product (1.0 means a 100% yield; for example, 0.34 means a 34% yield). (1) The reactants are Cl[C:2](=[O:7])[C:3]([O:5][CH3:6])=[O:4].[NH2:8][C:9]1[CH:10]=[C:11]([C:27]2[CH:32]=[CH:31][C:30]([O:33][C:34]([F:37])([F:36])[F:35])=[CH:29][CH:28]=2)[CH:12]=[CH:13][C:14]=1[O:15][CH2:16][C:17]1[CH:22]=[CH:21][C:20]([C:23]([CH3:26])([CH3:25])[CH3:24])=[CH:19][CH:18]=1.C(=O)([O-])O.[Na+]. The catalyst is ClCCl.O. The product is [C:23]([C:20]1[CH:21]=[CH:22][C:17]([CH2:16][O:15][C:14]2[CH:13]=[CH:12][C:11]([C:27]3[CH:32]=[CH:31][C:30]([O:33][C:34]([F:37])([F:35])[F:36])=[CH:29][CH:28]=3)=[CH:10][C:9]=2[NH:8][C:2](=[O:7])[C:3]([O:5][CH3:6])=[O:4])=[CH:18][CH:19]=1)([CH3:26])([CH3:24])[CH3:25]. The yield is 0.909. (2) The reactants are N[C:2]1[CH:3]=[C:4]2[C:8](=[CH:9][CH:10]=1)[NH:7][N:6]=[CH:5]2.Cl.N([O-])=O.[Na+].[I-:16].[K+].[OH-].[Na+].C(=O)(O)[O-].[Na+]. The catalyst is O. The product is [I:16][C:2]1[CH:3]=[C:4]2[C:8](=[CH:9][CH:10]=1)[NH:7][N:6]=[CH:5]2. The yield is 0.180. (3) The reactants are [NH2:1][C:2]1[C:3]2[N:4]([C:8]([C@@H:26]3[CH2:31][CH2:30][CH2:29][CH2:28][NH:27]3)=[N:9][C:10]=2[C:11]2[CH:25]=[CH:24][C:14]([C:15]([NH:17][C:18]3[N:23]=[CH:22][CH:21]=[CH:20][N:19]=3)=[O:16])=[CH:13][CH:12]=2)[CH:5]=[CH:6][N:7]=1.[C:32](Cl)(=[O:35])[CH:33]=[CH2:34]. No catalyst specified. The product is [C:32]([N:27]1[CH2:28][CH2:29][CH2:30][CH2:31][C@H:26]1[C:8]1[N:4]2[CH:5]=[CH:6][N:7]=[C:2]([NH2:1])[C:3]2=[C:10]([C:11]2[CH:25]=[CH:24][C:14]([C:15]([NH:17][C:18]3[N:23]=[CH:22][CH:21]=[CH:20][N:19]=3)=[O:16])=[CH:13][CH:12]=2)[N:9]=1)(=[O:35])[CH:33]=[CH2:34]. The yield is 0.262. (4) The reactants are O[CH:2]=[C:3]1[C:11]2[C:6](=[CH:7][C:8]([C:12]([C:14]3[CH:15]=[C:16]([NH:20][C:21](=[O:29])[C:22]4[CH:27]=[CH:26][CH:25]=[CH:24][C:23]=4[CH3:28])[CH:17]=[CH:18][CH:19]=3)=[O:13])=[CH:9][CH:10]=2)[NH:5][C:4]1=[O:30].C1COCC1.[N:36]1([CH2:41][C:42]2[CH:47]=[CH:46][C:45]([NH2:48])=[CH:44][CH:43]=2)[CH2:40][CH2:39][CH2:38][CH2:37]1. The yield is 0.560. The product is [CH3:28][C:23]1[CH:24]=[CH:25][CH:26]=[CH:27][C:22]=1[C:21]([NH:20][C:16]1[CH:17]=[CH:18][CH:19]=[C:14]([C:12]([C:8]2[CH:7]=[C:6]3[C:11]([C:3](=[CH:2][NH:48][C:45]4[CH:44]=[CH:43][C:42]([CH2:41][N:36]5[CH2:40][CH2:39][CH2:38][CH2:37]5)=[CH:47][CH:46]=4)[C:4](=[O:30])[NH:5]3)=[CH:10][CH:9]=2)=[O:13])[CH:15]=1)=[O:29]. The catalyst is CCOC(C)=O.CCCCCC. (5) The reactants are Cl.[NH2:2][C@@H:3]1[C:17](=[O:18])[N:16]2[CH2:19][C@H:20]([O:22][C:23]3[N:24]=[C:25]4[C:30](=[C:31]5[C:36]=3[CH:35]=[CH:34][CH:33]=[CH:32]5)[CH:29]=[CH:28][C:27]([F:37])=[CH:26]4)[CH2:21][C@H:15]2[C:14](=[O:38])[NH:13][C@:12]2([C:40]([O:42][CH2:43][CH3:44])=[O:41])[CH2:39][C@H:11]2[CH:10]=[CH:9][CH2:8][CH2:7][CH2:6][CH2:5][CH2:4]1.CN1CCOCC1.[CH3:52][C:53]1[O:57][N:56]=[C:55]([C:58](O)=[O:59])[CH:54]=1.CN(C(ON1N=NC2C=CC=NC1=2)=[N+](C)C)C.F[P-](F)(F)(F)(F)F. The catalyst is CN(C)C=O.Cl. The product is [F:37][C:27]1[CH:28]=[CH:29][C:30]2[C:25]([CH:26]=1)=[N:24][C:23]([O:22][C@H:20]1[CH2:19][N:16]3[C:17](=[O:18])[C@@H:3]([NH:2][C:58]([C:55]4[CH:54]=[C:53]([CH3:52])[O:57][N:56]=4)=[O:59])[CH2:4][CH2:5][CH2:6][CH2:7][CH2:8][CH:9]=[CH:10][C@@H:11]4[CH2:39][C@@:12]4([C:40]([O:42][CH2:43][CH3:44])=[O:41])[NH:13][C:14](=[O:38])[C@@H:15]3[CH2:21]1)=[C:36]1[C:31]=2[CH:32]=[CH:33][CH:34]=[CH:35]1. The yield is 0.720. (6) The reactants are [O:1]1[CH:5]=[CH:4][CH:3]=[C:2]1[C:6]([OH:8])=O.C(N1[CH:20]=[CH:19][N:18]=[CH:17]1)([N:18]1[CH:19]=[CH:20]N=[CH:17]1)=O.[C:21]1([C:27]2[N:28]=[CH:29][NH:30][CH:31]=2)[CH:26]=[CH:25][CH:24]=[CH:23][CH:22]=1. No catalyst specified. The product is [O:1]1[CH:5]=[CH:4][CH:3]=[C:2]1[C:6]([NH:28][C@H:27]([C:29]1[NH:30][CH:31]=[C:27]([C:21]2[CH:22]=[CH:23][CH:24]=[CH:25][CH:26]=2)[N:28]=1)[CH2:21][C:20]1[C:26]2[C:17](=[CH:22][CH:23]=[CH:24][CH:25]=2)[NH:18][CH:19]=1)=[O:8]. The yield is 0.940. (7) The reactants are [N+:1]([C:4]1[CH:14]=[CH:13][CH:12]=[CH:11][C:5]=1[O:6][CH2:7][C@@H:8]1[CH2:10][O:9]1)([O-])=O.[H][H].[C:17](OC(=O)C)(=[O:19])[CH3:18].C(N(C(C)C)C(C)C)C. The catalyst is C(OCC)(=O)C.[Pt]. The product is [O:9]1[CH2:10][C@H:8]1[CH2:7][O:6][C:5]1[CH:11]=[CH:12][CH:13]=[CH:14][C:4]=1[NH:1][C:17](=[O:19])[CH3:18]. The yield is 0.600.